Task: Predict the product of the given reaction.. Dataset: Forward reaction prediction with 1.9M reactions from USPTO patents (1976-2016) (1) Given the reactants [CH3:1][C:2]1[N:3]=[C:4]2[C:13]([N:14]3[C:20](=[O:21])[C:19]4[CH:22]=[N:23][C:24](SC)=[N:25][C:18]=4[N:17]4[CH2:28][CH2:29][CH2:30][C@H:16]4[CH2:15]3)=[CH:12][CH:11]=[CH:10][N:5]2[C:6](=[O:9])[C:7]=1[CH3:8].C1C=C(Cl)C=C(C(OO)=O)C=1.C(Cl)(Cl)Cl.[CH3:46][NH2:47].C1COCC1, predict the reaction product. The product is: [CH3:1][C:2]1[N:3]=[C:4]2[C:13]([N:14]3[C:20](=[O:21])[C:19]4[CH:22]=[N:23][C:24]([NH:47][CH3:46])=[N:25][C:18]=4[N:17]4[CH2:28][CH2:29][CH2:30][C@H:16]4[CH2:15]3)=[CH:12][CH:11]=[CH:10][N:5]2[C:6](=[O:9])[C:7]=1[CH3:8]. (2) Given the reactants [CH3:1][C:2]1[CH:10]=[CH:9][C:8]2[N:7]([CH2:11][CH2:12][C:13]3[CH:14]=[N:15][C:16]([CH3:19])=[CH:17][CH:18]=3)[C:6]3[CH2:20][CH2:21][N:22](C(OCC(Cl)(Cl)Cl)=O)[CH2:23][C:5]=3[C:4]=2[CH:3]=1.N, predict the reaction product. The product is: [CH3:1][C:2]1[CH:10]=[CH:9][C:8]2[N:7]([CH2:11][CH2:12][C:13]3[CH:14]=[N:15][C:16]([CH3:19])=[CH:17][CH:18]=3)[C:6]3[CH2:20][CH2:21][NH:22][CH2:23][C:5]=3[C:4]=2[CH:3]=1. (3) Given the reactants [BH-](OC(C)=O)(OC(C)=O)OC(C)=O.[Na+].[NH:15]1[CH2:20][CH2:19][CH2:18][CH2:17][CH2:16]1.[CH2:21]([N:28]1[CH2:32][CH2:31][CH2:30][C:29]1=O)[C:22]1[CH:27]=[CH:26][CH:25]=[CH:24][CH:23]=1.C([O-])(O)=O.[Na+], predict the reaction product. The product is: [CH2:21]([N:28]1[CH2:32][CH2:31][CH:30]([N:15]2[CH2:20][CH2:19][CH2:18][CH2:17][CH2:16]2)[CH2:29]1)[C:22]1[CH:27]=[CH:26][CH:25]=[CH:24][CH:23]=1. (4) Given the reactants C1(P(C2C=CC=CC=2)C2C=CC=CC=2)C=CC=CC=1.[OH:20][CH2:21][C:22]1([CH2:25][NH:26][C:27](=[O:33])[O:28][C:29]([CH3:32])([CH3:31])[CH3:30])[CH2:24][CH2:23]1.CCOC(/N=N/C(OCC)=O)=O.[NH2:46][C:47]1[C:48]([C:52]2[N:53]([CH2:63][CH3:64])[C:54]3[C:59](O)=[CH:58][N:57]=[C:56]([Cl:61])[C:55]=3[N:62]=2)=[N:49][O:50][N:51]=1, predict the reaction product. The product is: [NH2:46][C:47]1[C:48]([C:52]2[N:53]([CH2:63][CH3:64])[C:54]3[C:59]([O:20][CH2:21][C:22]4([CH2:25][NH:26][C:27](=[O:33])[O:28][C:29]([CH3:30])([CH3:32])[CH3:31])[CH2:24][CH2:23]4)=[CH:58][N:57]=[C:56]([Cl:61])[C:55]=3[N:62]=2)=[N:49][O:50][N:51]=1.